Dataset: Forward reaction prediction with 1.9M reactions from USPTO patents (1976-2016). Task: Predict the product of the given reaction. (1) Given the reactants C[C:2]1([CH3:10])[CH2:7][CH2:6][CH2:5][C:4]([CH3:9])(C)[NH:3]1.C([Li])CCC.[C:16](#N)[C:17]1C=C[CH:20]=[CH:19][CH:18]=1.C1C[O:27]CC1, predict the reaction product. The product is: [CH3:9][C:4]1[NH:3][C:2]([C:10]2[CH:20]=[CH:19][CH:18]=[CH:17][CH:16]=2)=[CH:7][C:6](=[O:27])[CH:5]=1. (2) Given the reactants [CH3:1][O:2][N:3]([CH3:18])[C:4](=[O:17])[C@@H:5]([NH:9][C:10](=[O:16])[O:11][C:12]([CH3:15])([CH3:14])[CH3:13])[CH2:6][CH2:7]C.C(OC(N[C@@H](CC)C(O)=O)=O)(C)(C)C, predict the reaction product. The product is: [CH3:1][O:2][N:3]([CH3:18])[C:4](=[O:17])[C@@H:5]([NH:9][C:10](=[O:16])[O:11][C:12]([CH3:13])([CH3:15])[CH3:14])[CH2:6][CH3:7].